This data is from Peptide-MHC class I binding affinity with 185,985 pairs from IEDB/IMGT. The task is: Regression. Given a peptide amino acid sequence and an MHC pseudo amino acid sequence, predict their binding affinity value. This is MHC class I binding data. (1) The peptide sequence is RRGGRWILA. The MHC is Mamu-B08 with pseudo-sequence Mamu-B08. The binding affinity (normalized) is 0.470. (2) The peptide sequence is NQESNKYRI. The MHC is HLA-A23:01 with pseudo-sequence HLA-A23:01. The binding affinity (normalized) is 0.